Predict the reaction yield, written as a fraction of the theoretical maximum amount of product (1.0 means a 100% yield; for example, 0.34 means a 34% yield). From a dataset of Reaction yield outcomes from USPTO patents with 853,638 reactions. (1) The reactants are Br[C:2]1[C:3]([CH3:25])=[C:4]([CH:21]=[CH:22][C:23]=1[CH3:24])[CH2:5][NH:6][C:7]1[CH:20]=[CH:19][C:10]2[C@H:11]([CH2:14][C:15]([O:17][CH3:18])=[O:16])[CH2:12][O:13][C:9]=2[CH:8]=1.[CH3:26][O:27][C:28]1[N:33]=[CH:32][C:31](B(O)O)=[CH:30][CH:29]=1.C(=O)([O-])[O-].[Na+].[Na+].C1(P(C2CCCCC2)C2C=CC=CC=2C2C(OC)=CC=CC=2OC)CCCCC1. The catalyst is C1C=CC(/C=C/C(/C=C/C2C=CC=CC=2)=O)=CC=1.C1C=CC(/C=C/C(/C=C/C2C=CC=CC=2)=O)=CC=1.C1C=CC(/C=C/C(/C=C/C2C=CC=CC=2)=O)=CC=1.[Pd].[Pd].O.C1(C)C=CC=CC=1. The product is [CH3:26][O:27][C:28]1[N:33]=[CH:32][C:31]([C:2]2[C:3]([CH3:25])=[C:4]([CH:21]=[CH:22][C:23]=2[CH3:24])[CH2:5][NH:6][C:7]2[CH:20]=[CH:19][C:10]3[C@H:11]([CH2:14][C:15]([O:17][CH3:18])=[O:16])[CH2:12][O:13][C:9]=3[CH:8]=2)=[CH:30][CH:29]=1. The yield is 0.840. (2) The reactants are [CH3:1][CH:2]1[CH2:7][CH2:6][CH2:5][NH:4][CH2:3]1.[C:8]([OH:18])(=[O:17])[C@H:9]([C:11]1[CH:16]=[CH:15][CH:14]=[CH:13][CH:12]=1)[OH:10].CCOCC. The catalyst is CO. The product is [OH:10][C@@H:9]([C:11]1[CH:16]=[CH:15][CH:14]=[CH:13][CH:12]=1)[C:8]([OH:18])=[O:17].[CH3:1][C@H:2]1[CH2:7][CH2:6][CH2:5][NH:4][CH2:3]1. The yield is 0.230. (3) The reactants are [Cl:1][C:2]1[N:6]([CH3:7])[CH:5]=[N:4][C:3]=1[CH2:8][S:9][C:10]1[N:15]=[C:14]([OH:16])[CH:13]=[C:12]([CH3:17])[N:11]=1.Cl.O1CCOCC1. The catalyst is CO. The product is [ClH:1].[Cl:1][C:2]1[N:6]([CH3:7])[CH:5]=[N:4][C:3]=1[CH2:8][S:9][C:10]1[N:15]=[C:14]([OH:16])[CH:13]=[C:12]([CH3:17])[N:11]=1. The yield is 0.990. (4) The reactants are C[N+]1([O-])CCOCC1.[C:9]([O:13][C:14](=[O:29])[N:15]([CH2:18][CH2:19][C:20]1[CH:25]=[CH:24][C:23]([Cl:26])=[C:22]([CH2:27][OH:28])[CH:21]=1)[CH2:16][CH3:17])([CH3:12])([CH3:11])[CH3:10]. The catalyst is C(Cl)Cl.[Ru]([O-])(=O)(=O)=O.C([N+](CCC)(CCC)CCC)CC. The product is [C:9]([O:13][C:14](=[O:29])[N:15]([CH2:18][CH2:19][C:20]1[CH:25]=[CH:24][C:23]([Cl:26])=[C:22]([CH:27]=[O:28])[CH:21]=1)[CH2:16][CH3:17])([CH3:10])([CH3:11])[CH3:12]. The yield is 0.800. (5) The reactants are Br[C:2]1[CH:7]=[CH:6][C:5]([N+:8]([O-:10])=[O:9])=[CH:4][C:3]=1[O:11][CH3:12].C([O-])(=O)C.[K+].[CH3:18][C:19]1[S:20][CH:21]=[CH:22][N:23]=1. The catalyst is CN(C)C(=O)C.[Pd].C1(P(C2C=CC=CC=2)C2C=CC=CC=2)C=CC=CC=1.C1(P(C2C=CC=CC=2)C2C=CC=CC=2)C=CC=CC=1.C1(P(C2C=CC=CC=2)C2C=CC=CC=2)C=CC=CC=1.C1(P(C2C=CC=CC=2)C2C=CC=CC=2)C=CC=CC=1. The product is [CH3:12][O:11][C:3]1[CH:4]=[C:5]([N+:8]([O-:10])=[O:9])[CH:6]=[CH:7][C:2]=1[C:21]1[S:20][C:19]([CH3:18])=[N:23][CH:22]=1. The yield is 0.420. (6) The reactants are C[C:2]([O-:5])(C)C.[K+].[C:7]([CH2:9][CH:10]1[CH2:15][CH2:14][N:13]([C:16]([O:18][C:19]([CH3:22])([CH3:21])[CH3:20])=[O:17])[CH2:12][CH2:11]1)#[N:8].C(OCC)=O.O. The catalyst is CN(C=O)C. The product is [C:7]([CH:9]([CH:10]1[CH2:11][CH2:12][N:13]([C:16]([O:18][C:19]([CH3:22])([CH3:21])[CH3:20])=[O:17])[CH2:14][CH2:15]1)[CH:2]=[O:5])#[N:8]. The yield is 0.900.